From a dataset of Reaction yield outcomes from USPTO patents with 853,638 reactions. Predict the reaction yield, written as a fraction of the theoretical maximum amount of product (1.0 means a 100% yield; for example, 0.34 means a 34% yield). (1) The reactants are [N:1]([O-:3])=[O:2].[Na+].[CH:5]1([C:8]2[C:17]3[C:12](=[CH:13][CH:14]=[CH:15][CH:16]=3)[CH:11]=[CH:10][CH:9]=2)[CH2:7][CH2:6]1.O. The catalyst is CCOC(C)=O. The product is [CH:5]1([C:8]2[C:17]3[C:12](=[CH:13][CH:14]=[CH:15][CH:16]=3)[C:11]([N+:1]([O-:3])=[O:2])=[CH:10][CH:9]=2)[CH2:7][CH2:6]1. The yield is 0.640. (2) The reactants are [OH-].[K+].[C:3]([C:6]1[C:11]([NH:12][C:13]([C:15]2[N:16]=[C:17]([CH:20]3[CH2:25][CH2:24][CH2:23][CH2:22][CH2:21]3)[S:18][CH:19]=2)=O)=[C:10]([CH3:26])[C:9]([O:27][CH3:28])=[CH:8][CH:7]=1)(=[O:5])[CH3:4]. The catalyst is N1C=CC=CC=1.CCO. The product is [CH:20]1([C:17]2[S:18][CH:19]=[C:15]([C:13]3[CH:4]=[C:3]([OH:5])[C:6]4[C:11](=[C:10]([CH3:26])[C:9]([O:27][CH3:28])=[CH:8][CH:7]=4)[N:12]=3)[N:16]=2)[CH2:25][CH2:24][CH2:23][CH2:22][CH2:21]1. The yield is 0.725.